From a dataset of Forward reaction prediction with 1.9M reactions from USPTO patents (1976-2016). Predict the product of the given reaction. (1) Given the reactants [C:1]([O:5][C:6]([NH:8][C:9]([CH3:14])([CH3:13])[C:10]([OH:12])=O)=[O:7])([CH3:4])([CH3:3])[CH3:2].[F:15][C:16]1[CH:17]=[C:18]([C:23]2[CH:28]=[CH:27][CH:26]=[CH:25][C:24]=2[S:29][CH3:30])[CH:19]=[CH:20][C:21]=1[NH2:22].CCOC1N(C(OCC)=O)C2C(=CC=CC=2)C=C1.C(N(CC)CC)C, predict the reaction product. The product is: [C:1]([O:5][C:6](=[O:7])[NH:8][C:9]([C:10](=[O:12])[NH:22][C:21]1[CH:20]=[CH:19][C:18]([C:23]2[CH:28]=[CH:27][CH:26]=[CH:25][C:24]=2[S:29][CH3:30])=[CH:17][C:16]=1[F:15])([CH3:14])[CH3:13])([CH3:2])([CH3:3])[CH3:4]. (2) Given the reactants [C:1]([C:5]1[CH:6]=[C:7]([NH:17][C:18](=[O:25])OCC(Cl)(Cl)Cl)[N:8]([C:10]2[CH:15]=[CH:14][C:13]([CH3:16])=[CH:12][CH:11]=2)[N:9]=1)([CH3:4])([CH3:3])[CH3:2].[NH2:26][C:27]1[C:28]([CH3:45])=[CH:29][C:30]([N:33]2[CH2:38][CH2:37][N:36]([C:39](=[O:44])[C:40]([CH3:43])([CH3:42])[CH3:41])[CH2:35][CH2:34]2)=[N:31][CH:32]=1.C(=O)([O-])[O-].[K+].[K+], predict the reaction product. The product is: [C:1]([C:5]1[CH:6]=[C:7]([NH:17][C:18]([NH:26][C:27]2[CH:32]=[N:31][C:30]([N:33]3[CH2:34][CH2:35][N:36]([C:39](=[O:44])[C:40]([CH3:42])([CH3:41])[CH3:43])[CH2:37][CH2:38]3)=[CH:29][C:28]=2[CH3:45])=[O:25])[N:8]([C:10]2[CH:15]=[CH:14][C:13]([CH3:16])=[CH:12][CH:11]=2)[N:9]=1)([CH3:3])([CH3:4])[CH3:2]. (3) Given the reactants [Cl:1][C:2]1[CH:12]=[CH:11][C:5]2[CH2:6][CH2:7][NH:8][CH2:9][CH2:10][C:4]=2[C:3]=1[CH2:13][S:14][C:15]1[NH:16][C:17]([CH3:20])=[N:18][CH:19]=1.[C:21]([OH:30])(=[O:29])[C@@H:22]([C@H:24]([C:26]([OH:28])=[O:27])[OH:25])[OH:23], predict the reaction product. The product is: [C:26]([C@@H:24]([C@H:22]([C:21]([OH:30])=[O:29])[OH:23])[OH:25])([OH:28])=[O:27].[Cl:1][C:2]1[CH:12]=[CH:11][C:5]2[CH2:6][CH2:7][NH:8][CH2:9][CH2:10][C:4]=2[C:3]=1[CH2:13][S:14][C:15]1[NH:16][C:17]([CH3:20])=[N:18][CH:19]=1. (4) Given the reactants [F:1][C:2]1[CH:10]=C[C:5]([C:6]([OH:8])=[O:7])=[C:4]([CH3:11])[CH:3]=1.[C:12](O)(=O)C.C(O)(=O)C.IC1C=CC=CC=1.II.[CH3:29][I:30].C(=O)([O-])[O-].[K+].[K+], predict the reaction product. The product is: [F:1][C:2]1[CH:3]=[C:4]([CH3:11])[C:5]([C:6]([O:8][CH3:12])=[O:7])=[C:29]([I:30])[CH:10]=1. (5) Given the reactants [C:1]([CH:5]1[CH2:10][CH2:9][CH:8]([O:11][C:12]2[CH:13]=[C:14]3[C:19](=[CH:20][CH:21]=2)[CH:18]=[C:17]([C@:22]2([CH3:28])[CH2:26][O:25]C(=O)[NH:23]2)[CH:16]=[CH:15]3)[CH2:7][CH2:6]1)([CH3:4])([CH3:3])[CH3:2].C(O)C.O.[OH-].[Li+], predict the reaction product. The product is: [NH2:23][C@@:22]([C:17]1[CH:16]=[CH:15][C:14]2[C:19](=[CH:20][CH:21]=[C:12]([O:11][C@H:8]3[CH2:7][CH2:6][C@H:5]([C:1]([CH3:4])([CH3:3])[CH3:2])[CH2:10][CH2:9]3)[CH:13]=2)[CH:18]=1)([CH3:28])[CH2:26][OH:25]. (6) Given the reactants Br[C:2]1[C:7]([C:8]([F:11])([F:10])[F:9])=[CH:6][C:5]([NH:12][C:13]2[N:17]=[C:16]([NH2:18])[NH:15][N:14]=2)=[CH:4][C:3]=1[Cl:19].CN1C(C)(C)CC(SC2C=CC(B3OC(C)(C)C(C)(C)O3)=CC=2)CC1(C)C.[C:47]([O:51][CH:52]([O:79]C)[N:53]1[CH2:60][C:57]2([CH2:59][CH2:58]2)[N:56]([S:61]([C:64]2[CH:69]=[CH:68][C:67](B3OC(C)(C)C(C)(C)O3)=[CH:66][CH:65]=2)(=[O:63])=[O:62])[CH2:55][CH2:54]1)([CH3:50])([CH3:49])[CH3:48].C([O-])([O-])=O.[K+].[K+], predict the reaction product. The product is: [NH2:18][C:16]1[NH:15][N:14]=[C:13]([NH:12][C:5]2[CH:6]=[C:7]([C:8]([F:11])([F:10])[F:9])[C:2]([C:67]3[CH:66]=[CH:65][C:64]([S:61]([N:56]4[CH2:55][CH2:54][N:53]([C:52]([O:51][C:47]([CH3:50])([CH3:49])[CH3:48])=[O:79])[CH2:60][C:57]54[CH2:58][CH2:59]5)(=[O:63])=[O:62])=[CH:69][CH:68]=3)=[C:3]([Cl:19])[CH:4]=2)[N:17]=1. (7) Given the reactants [NH2:1][C:2]1[CH:21]=[CH:20][C:5]([O:6][C:7]2[C:16]3[C:11](=[CH:12][CH:13]=[C:14]([C:17]#[N:18])[CH:15]=3)[N:10](O)[CH2:9][CH:8]=2)=[CH:4][C:3]=1[F:22].Br[CH2:24][CH:25]1[CH2:30][CH2:29][N:28]([C:31]([O:33][C:34]([CH3:37])([CH3:36])[CH3:35])=[O:32])[CH2:27][CH2:26]1.C(=O)([O-])[O-:39].[K+].[K+].CN(C)C=O, predict the reaction product. The product is: [NH2:1][C:2]1[CH:21]=[CH:20][C:5]([O:6][C:7]2[C:16]3[C:11](=[CH:12][C:13]([O:39][CH2:24][CH:25]4[CH2:30][CH2:29][N:28]([C:31]([O:33][C:34]([CH3:37])([CH3:36])[CH3:35])=[O:32])[CH2:27][CH2:26]4)=[C:14]([C:17]#[N:18])[CH:15]=3)[N:10]=[CH:9][CH:8]=2)=[CH:4][C:3]=1[F:22]. (8) Given the reactants [NH:1]1[C:5]2[CH:6]=[CH:7][CH:8]=[CH:9][C:4]=2[N:3]=[C:2]1[C:10]([N:12]([CH2:34][CH:35]([CH3:37])[CH3:36])[C@H:13]1[CH2:18][C@@H:17]([C:19]([N:21]2[CH2:26][CH2:25][O:24][CH2:23][CH2:22]2)=[O:20])[CH2:16][N:15]([C:27]([O:29][C:30]([CH3:33])([CH3:32])[CH3:31])=[O:28])[CH2:14]1)=[O:11].CS(O[CH2:43][CH2:44][C:45]1[S:46][CH:47]=[CH:48][CH:49]=1)(=O)=O.C(=O)([O-])[O-].[Cs+].[Cs+], predict the reaction product. The product is: [CH3:36][CH:35]([CH3:37])[CH2:34][N:12]([C:10]([C:2]1[N:3]([CH2:43][CH2:44][C:45]2[S:46][CH:47]=[CH:48][CH:49]=2)[C:4]2[CH:9]=[CH:8][CH:7]=[CH:6][C:5]=2[N:1]=1)=[O:11])[C@H:13]1[CH2:18][C@@H:17]([C:19]([N:21]2[CH2:22][CH2:23][O:24][CH2:25][CH2:26]2)=[O:20])[CH2:16][N:15]([C:27]([O:29][C:30]([CH3:31])([CH3:32])[CH3:33])=[O:28])[CH2:14]1. (9) Given the reactants Cl.[NH2:2][C:3]1[C:4]2[C:14]([O:15][CH2:16][C@H:17]3[CH2:22][CH2:21][CH2:20][CH2:19][NH2+:18]3)=[CH:13][CH:12]=[CH:11][C:5]=2[NH:6][S:7](=[O:10])(=[O:9])[N:8]=1.[CH3:23][NH:24][C:25]1[CH:26]=[C:27]([CH:31]=[CH:32][N:33]=1)[C:28](O)=[O:29], predict the reaction product. The product is: [NH2:2][C:3]1[C:4]2[C:14]([O:15][CH2:16][C@H:17]3[CH2:22][CH2:21][CH2:20][CH2:19][N:18]3[C:28]([C:27]3[CH:31]=[CH:32][N:33]=[C:25]([NH:24][CH3:23])[CH:26]=3)=[O:29])=[CH:13][CH:12]=[CH:11][C:5]=2[NH:6][S:7](=[O:9])(=[O:10])[N:8]=1. (10) Given the reactants [CH2:1]([O:3][C:4]1[CH:5]=[CH:6][C:7]([F:11])=[C:8]([OH:10])[CH:9]=1)[CH3:2].N1C=CN=C1.[C:17]([Si:21](Cl)([CH3:23])[CH3:22])([CH3:20])([CH3:19])[CH3:18].CCOC(C)=O, predict the reaction product. The product is: [C:17]([Si:21]([O:10][C:8]1[CH:9]=[C:4]([O:3][CH2:1][CH3:2])[CH:5]=[CH:6][C:7]=1[F:11])([CH3:23])[CH3:22])([CH3:20])([CH3:19])[CH3:18].